The task is: Regression. Given a peptide amino acid sequence and an MHC pseudo amino acid sequence, predict their binding affinity value. This is MHC class I binding data.. This data is from Peptide-MHC class I binding affinity with 185,985 pairs from IEDB/IMGT. (1) The peptide sequence is STTFHQTLQD. The binding affinity (normalized) is 0. The MHC is HLA-A31:01 with pseudo-sequence HLA-A31:01. (2) The peptide sequence is KLVGIELPK. The MHC is HLA-B15:17 with pseudo-sequence HLA-B15:17. The binding affinity (normalized) is 0.0847. (3) The peptide sequence is RSRPSGDL. The MHC is Mamu-A02 with pseudo-sequence Mamu-A02. The binding affinity (normalized) is 0.451. (4) The peptide sequence is PLYRLSPKK. The MHC is HLA-B08:03 with pseudo-sequence HLA-B08:03. The binding affinity (normalized) is 0.0847. (5) The peptide sequence is RRAARAEYL. The MHC is Mamu-A2201 with pseudo-sequence Mamu-A2201. The binding affinity (normalized) is 0. (6) The peptide sequence is SEAAYAKKI. The MHC is HLA-B44:03 with pseudo-sequence HLA-B44:03. The binding affinity (normalized) is 0.679. (7) The peptide sequence is TWVLVGGVL. The MHC is Patr-A0901 with pseudo-sequence YSAMYEESVASTDVDTLYIIYRYYTWAALAYTWY. The binding affinity (normalized) is 0.415. (8) The peptide sequence is AQIGIFAPV. The MHC is HLA-B83:01 with pseudo-sequence HLA-B83:01. The binding affinity (normalized) is 0.213.